From a dataset of NCI-60 drug combinations with 297,098 pairs across 59 cell lines. Regression. Given two drug SMILES strings and cell line genomic features, predict the synergy score measuring deviation from expected non-interaction effect. (1) Drug 1: CN(C)C1=NC(=NC(=N1)N(C)C)N(C)C. Drug 2: C1=CC=C(C(=C1)C(C2=CC=C(C=C2)Cl)C(Cl)Cl)Cl. Cell line: KM12. Synergy scores: CSS=24.2, Synergy_ZIP=2.08, Synergy_Bliss=4.72, Synergy_Loewe=5.79, Synergy_HSA=6.55. (2) Drug 1: CN(C)C1=NC(=NC(=N1)N(C)C)N(C)C. Drug 2: CC1CCC2CC(C(=CC=CC=CC(CC(C(=O)C(C(C(=CC(C(=O)CC(OC(=O)C3CCCCN3C(=O)C(=O)C1(O2)O)C(C)CC4CCC(C(C4)OC)O)C)C)O)OC)C)C)C)OC. Cell line: LOX IMVI. Synergy scores: CSS=7.41, Synergy_ZIP=-8.20, Synergy_Bliss=-13.5, Synergy_Loewe=-19.4, Synergy_HSA=-11.3. (3) Drug 1: CCCCCOC(=O)NC1=NC(=O)N(C=C1F)C2C(C(C(O2)C)O)O. Drug 2: COC1=C2C(=CC3=C1OC=C3)C=CC(=O)O2. Cell line: EKVX. Synergy scores: CSS=2.67, Synergy_ZIP=1.01, Synergy_Bliss=2.09, Synergy_Loewe=1.25, Synergy_HSA=1.25. (4) Drug 1: C1=CC(=CC=C1CCCC(=O)O)N(CCCl)CCCl. Drug 2: N.N.Cl[Pt+2]Cl. Cell line: IGROV1. Synergy scores: CSS=37.1, Synergy_ZIP=2.99, Synergy_Bliss=5.63, Synergy_Loewe=5.58, Synergy_HSA=6.49. (5) Drug 1: CC1=CC2C(CCC3(C2CCC3(C(=O)C)OC(=O)C)C)C4(C1=CC(=O)CC4)C. Drug 2: CC(C)NC(=O)C1=CC=C(C=C1)CNNC.Cl. Cell line: OVCAR-8. Synergy scores: CSS=-3.56, Synergy_ZIP=0.820, Synergy_Bliss=-3.90, Synergy_Loewe=-5.67, Synergy_HSA=-5.40. (6) Drug 1: CCCS(=O)(=O)NC1=C(C(=C(C=C1)F)C(=O)C2=CNC3=C2C=C(C=N3)C4=CC=C(C=C4)Cl)F. Drug 2: C1CCC(CC1)NC(=O)N(CCCl)N=O. Cell line: HOP-92. Synergy scores: CSS=30.8, Synergy_ZIP=-6.28, Synergy_Bliss=3.17, Synergy_Loewe=1.20, Synergy_HSA=2.09. (7) Drug 1: CN1CCC(CC1)COC2=C(C=C3C(=C2)N=CN=C3NC4=C(C=C(C=C4)Br)F)OC. Drug 2: CC(C)NC(=O)C1=CC=C(C=C1)CNNC.Cl. Cell line: CCRF-CEM. Synergy scores: CSS=2.53, Synergy_ZIP=2.20, Synergy_Bliss=1.78, Synergy_Loewe=-6.98, Synergy_HSA=-5.47. (8) Drug 1: C#CCC(CC1=CN=C2C(=N1)C(=NC(=N2)N)N)C3=CC=C(C=C3)C(=O)NC(CCC(=O)O)C(=O)O. Drug 2: CC12CCC3C(C1CCC2OP(=O)(O)O)CCC4=C3C=CC(=C4)OC(=O)N(CCCl)CCCl.[Na+]. Cell line: A498. Synergy scores: CSS=0.388, Synergy_ZIP=1.49, Synergy_Bliss=2.88, Synergy_Loewe=-1.95, Synergy_HSA=-1.87.